The task is: Predict the reactants needed to synthesize the given product.. This data is from Full USPTO retrosynthesis dataset with 1.9M reactions from patents (1976-2016). (1) The reactants are: [CH3:1][O:2][C:3]1[CH:8]=[CH:7][CH:6]=[CH:5][C:4]=1[N:9]1[CH2:14][CH2:13][N:12]([CH2:15][C@H:16]([NH2:24])[CH2:17][C:18]2[CH:23]=[CH:22][N:21]=[CH:20][CH:19]=2)[CH2:11][CH2:10]1.C(N(CC)CC)C.[CH:32]1([C:38](Cl)=[O:39])[CH2:37][CH2:36][CH2:35][CH2:34][CH2:33]1. Given the product [CH3:1][O:2][C:3]1[CH:8]=[CH:7][CH:6]=[CH:5][C:4]=1[N:9]1[CH2:14][CH2:13][N:12]([CH2:15][C@H:16]([NH:24][C:38]([CH:32]2[CH2:37][CH2:36][CH2:35][CH2:34][CH2:33]2)=[O:39])[CH2:17][C:18]2[CH:19]=[CH:20][N:21]=[CH:22][CH:23]=2)[CH2:11][CH2:10]1, predict the reactants needed to synthesize it. (2) Given the product [F:9][CH:8]([F:10])[C:6]1[CH:5]=[C:4]([NH:11][S:12]([CH3:15])(=[O:14])=[O:13])[CH:3]=[C:2]([B:16]2[O:20][C:19]([CH3:22])([CH3:21])[C:18]([CH3:24])([CH3:23])[O:17]2)[CH:7]=1, predict the reactants needed to synthesize it. The reactants are: Br[C:2]1[CH:3]=[C:4]([NH:11][S:12]([CH3:15])(=[O:14])=[O:13])[CH:5]=[C:6]([CH:8]([F:10])[F:9])[CH:7]=1.[B:16]1([B:16]2[O:20][C:19]([CH3:22])([CH3:21])[C:18]([CH3:24])([CH3:23])[O:17]2)[O:20][C:19]([CH3:22])([CH3:21])[C:18]([CH3:24])([CH3:23])[O:17]1.C([O-])(=O)C.[K+]. (3) Given the product [C:20]([O:19][C:17](=[O:18])[CH2:16][C@H:15]([NH:24][C:25]([C@@H:27]1[CH2:32][CH2:31][CH2:30][N:29]([C:33](=[O:49])[CH2:34][CH2:35][CH:36]2[CH2:37][CH2:38][N:39]([C:42]([O:44][C:45]([CH3:48])([CH3:47])[CH3:46])=[O:43])[CH2:40][CH2:41]2)[CH2:28]1)=[O:26])[C:11]1[CH:12]=[N:13][CH:14]=[C:9]([OH:8])[CH:10]=1)([CH3:21])([CH3:23])[CH3:22], predict the reactants needed to synthesize it. The reactants are: C([O:8][C:9]1[CH:10]=[C:11]([C@@H:15]([NH:24][C:25]([C@@H:27]2[CH2:32][CH2:31][CH2:30][N:29]([C:33](=[O:49])[CH2:34][CH2:35][CH:36]3[CH2:41][CH2:40][N:39]([C:42]([O:44][C:45]([CH3:48])([CH3:47])[CH3:46])=[O:43])[CH2:38][CH2:37]3)[CH2:28]2)=[O:26])[CH2:16][C:17]([O:19][C:20]([CH3:23])([CH3:22])[CH3:21])=[O:18])[CH:12]=[N:13][CH:14]=1)C1C=CC=CC=1. (4) Given the product [CH3:5][O:6][C:7]1[CH:8]=[C:9]2[C:14](=[CH:15][C:16]=1[CH:21]=[O:22])[N:13]([CH3:17])[C:12](=[O:18])[CH2:11][C:10]2([CH3:20])[CH3:19], predict the reactants needed to synthesize it. The reactants are: [Cl-].[Al+3].[Cl-].[Cl-].[CH3:5][O:6][C:7]1[CH:8]=[C:9]2[C:14](=[CH:15][CH:16]=1)[N:13]([CH3:17])[C:12](=[O:18])[CH2:11][C:10]2([CH3:20])[CH3:19].[CH3:21][O:22]C(Cl)Cl. (5) The reactants are: [C:1]([C:3]1[CH:8]=[CH:7][C:6]([C:9]2([F:32])[CH2:14][CH2:13][N:12]([C:15]([C:17]3[C:18]([CH2:30][CH3:31])=[CH:19][C:20]([CH:27]4[CH2:29][CH2:28]4)=[C:21]([CH:26]=3)[C:22](OC)=[O:23])=[O:16])[CH2:11][CH2:10]2)=[CH:5][CH:4]=1)#[N:2].O.[NH2:34][NH2:35]. Given the product [C:1]([C:3]1[CH:8]=[CH:7][C:6]([C:9]2([F:32])[CH2:10][CH2:11][N:12]([C:15]([C:17]3[C:18]([CH2:30][CH3:31])=[CH:19][C:20]([CH:27]4[CH2:28][CH2:29]4)=[C:21]([CH:26]=3)[C:22]([NH:34][NH2:35])=[O:23])=[O:16])[CH2:13][CH2:14]2)=[CH:5][CH:4]=1)#[N:2], predict the reactants needed to synthesize it.